This data is from Forward reaction prediction with 1.9M reactions from USPTO patents (1976-2016). The task is: Predict the product of the given reaction. (1) Given the reactants [CH3:1][N:2]1[C:7]2[S:8][CH:9]=[C:10]([CH2:11][C:12]([OH:14])=O)[C:6]=2[C:5](=[O:15])[N:4]([CH3:16])[C:3]1=[O:17].[F:18][C:19]1[C:24]([C:25]([F:28])([F:27])[F:26])=[C:23]([F:29])[CH:22]=[CH:21][C:20]=1[C:30]1[N:31]=[C:32]([NH2:35])[S:33][CH:34]=1.C1C=CC2N(O)N=NC=2C=1.CN1CCOCC1.Cl.CN(C)CCCN=C=NCC, predict the reaction product. The product is: [F:18][C:19]1[C:24]([C:25]([F:26])([F:27])[F:28])=[C:23]([F:29])[CH:22]=[CH:21][C:20]=1[C:30]1[N:31]=[C:32]([NH:35][C:12](=[O:14])[CH2:11][C:10]2[C:6]3[C:5](=[O:15])[N:4]([CH3:16])[C:3](=[O:17])[N:2]([CH3:1])[C:7]=3[S:8][CH:9]=2)[S:33][CH:34]=1. (2) Given the reactants [NH2:1][C:2]1[CH:3]=[CH:4][C:5]2[O:10][C@:9]([CH:12]([O:15][CH3:16])[O:13][CH3:14])([CH3:11])[C@H:8]([OH:17])[C@@H:7]([N:18]3[C:22]4[CH:23]=[CH:24][CH:25]=[CH:26][C:21]=4[O:20][C:19]3=[S:27])[C:6]=2[CH:28]=1.[CH3:29][S:30](Cl)(=[O:32])=[O:31], predict the reaction product. The product is: [CH3:29][S:30]([NH:1][C:2]1[CH:3]=[CH:4][C:5]2[O:10][C@:9]([CH:12]([O:15][CH3:16])[O:13][CH3:14])([CH3:11])[C@H:8]([OH:17])[C@@H:7]([N:18]3[C:22]4[CH:23]=[CH:24][CH:25]=[CH:26][C:21]=4[O:20][C:19]3=[S:27])[C:6]=2[CH:28]=1)(=[O:32])=[O:31]. (3) Given the reactants [Br:1][C:2]1[N:7]=[C:6]([NH:8][CH2:9][C:10]2[CH:15]=[CH:14][C:13]([C:16]3[CH:21]=[CH:20][CH:19]=[CH:18][CH:17]=3)=[CH:12][C:11]=2[Cl:22])[C:5]([N+:23]([O-])=O)=[CH:4][CH:3]=1, predict the reaction product. The product is: [NH2:23][C:5]1[C:6]([NH:8][CH2:9][C:10]2[CH:15]=[CH:14][C:13]([C:16]3[CH:21]=[CH:20][CH:19]=[CH:18][CH:17]=3)=[CH:12][C:11]=2[Cl:22])=[N:7][C:2]([Br:1])=[CH:3][CH:4]=1. (4) Given the reactants [Si:1]([O:8][CH2:9][C:10]1[CH:18]2[O:19][C:20](=[O:21])[CH:12]([CH:13]3[CH:17]2[O:16][C:15]([CH3:23])([CH3:22])[O:14]3)[N:11]=1)([C:4]([CH3:7])([CH3:6])[CH3:5])([CH3:3])[CH3:2].C([BH3-])#N.[Na+], predict the reaction product. The product is: [Si:1]([O:8][CH2:9][CH:10]1[CH:18]2[O:19][C:20](=[O:21])[CH:12]([CH:13]3[CH:17]2[O:16][C:15]([CH3:23])([CH3:22])[O:14]3)[NH:11]1)([C:4]([CH3:5])([CH3:6])[CH3:7])([CH3:3])[CH3:2]. (5) Given the reactants [O:1]1[CH2:3][CH:2]1[CH2:4][O:5][C:6]1[CH:7]=[CH:8][C:9]2[CH:13]=[C:12]([C:14]3[CH:19]=[CH:18][N:17]=[C:16]([NH:20][CH:21]4[CH2:26][C:25]([CH3:28])([CH3:27])[NH:24][C:23]([CH3:30])([CH3:29])[CH2:22]4)[N:15]=3)[S:11][C:10]=2[CH:31]=1.[CH:32]([NH2:35])([CH3:34])[CH3:33], predict the reaction product. The product is: [CH:32]([NH:35][CH2:3][CH:2]([OH:1])[CH2:4][O:5][C:6]1[CH:7]=[CH:8][C:9]2[CH:13]=[C:12]([C:14]3[CH:19]=[CH:18][N:17]=[C:16]([NH:20][CH:21]4[CH2:26][C:25]([CH3:28])([CH3:27])[NH:24][C:23]([CH3:29])([CH3:30])[CH2:22]4)[N:15]=3)[S:11][C:10]=2[CH:31]=1)([CH3:34])[CH3:33]. (6) Given the reactants CO[Na].[CH3:4][O:5][C:6]([CH:8]1[CH:13]([C:14]2[CH:19]=[CH:18][C:17]([O:20][CH2:21][CH2:22][O:23][C:24]3[C:29]([Cl:30])=[CH:28][C:27]([CH3:31])=[CH:26][C:25]=3[Cl:32])=[CH:16][CH:15]=2)[CH2:12][CH2:11][N:10]([C:33]([O:35][C:36]([CH3:39])([CH3:38])[CH3:37])=[O:34])[CH2:9]1)=[O:7].CCOC(C)=O, predict the reaction product. The product is: [CH3:4][O:5][C:6]([C@@H:8]1[C@@H:13]([C:14]2[CH:19]=[CH:18][C:17]([O:20][CH2:21][CH2:22][O:23][C:24]3[C:29]([Cl:30])=[CH:28][C:27]([CH3:31])=[CH:26][C:25]=3[Cl:32])=[CH:16][CH:15]=2)[CH2:12][CH2:11][N:10]([C:33]([O:35][C:36]([CH3:39])([CH3:38])[CH3:37])=[O:34])[CH2:9]1)=[O:7].